This data is from Reaction yield outcomes from USPTO patents with 853,638 reactions. The task is: Predict the reaction yield, written as a fraction of the theoretical maximum amount of product (1.0 means a 100% yield; for example, 0.34 means a 34% yield). (1) The reactants are [CH3:1][C:2]1[CH:3]=[C:4]([NH:13][C:14]2[N:19]=[C:18]([C:20]([F:23])([F:22])[F:21])[CH:17]=[CH:16][N:15]=2)[CH:5]=[C:6]([C:8]2[S:12][CH:11]=[N:10][CH:9]=2)[CH:7]=1.[Li+].CC([N-]C(C)C)C.[CH3:32][C:33]([CH3:35])=[O:34].[NH4+].[Cl-]. The catalyst is C1COCC1. The product is [CH3:1][C:2]1[CH:7]=[C:6]([C:8]2[S:12][C:11]([C:33]([OH:34])([CH3:35])[CH3:32])=[N:10][CH:9]=2)[CH:5]=[C:4]([NH:13][C:14]2[N:19]=[C:18]([C:20]([F:21])([F:23])[F:22])[CH:17]=[CH:16][N:15]=2)[CH:3]=1. The yield is 0.810. (2) The reactants are CCCC[N+](CCCC)(CCCC)CCCC.[F-].[CH3:19][O:20][C:21]([C:23]1[CH2:24][N:25]([C:46]([O:48][C:49]([CH3:52])([CH3:51])[CH3:50])=[O:47])[CH2:26][CH2:27][C:28]=1[C:29]1[CH:34]=[CH:33][C:32]([CH2:35][CH2:36][CH2:37][O:38][Si](C(C)(C)C)(C)C)=[CH:31][CH:30]=1)=[O:22]. The catalyst is C1COCC1.CCOC(C)=O. The product is [CH3:19][O:20][C:21]([C:23]1[CH2:24][N:25]([C:46]([O:48][C:49]([CH3:52])([CH3:51])[CH3:50])=[O:47])[CH2:26][CH2:27][C:28]=1[C:29]1[CH:34]=[CH:33][C:32]([CH2:35][CH2:36][CH2:37][OH:38])=[CH:31][CH:30]=1)=[O:22]. The yield is 0.840. (3) The reactants are [N+:1]([C:4]1[CH:9]=[CH:8][CH:7]=[CH:6][C:5]=1[NH2:10])([O-])=O.[CH2:11]([N:18]([C:42]1[CH:47]=[C:46](Cl)[N:45]=[CH:44][N:43]=1)[C:19]([N:21]([C:30]1[C:35]([Cl:36])=[C:34]([O:37][CH3:38])[CH:33]=[C:32]([O:39][CH3:40])[C:31]=1[Cl:41])COCC[Si](C)(C)C)=[O:20])[C:12]1[CH:17]=[CH:16][CH:15]=[CH:14][CH:13]=1. No catalyst specified. The product is [CH2:11]([N:18]([C:42]1[N:43]=[CH:44][N:45]=[C:46]([NH:1][C:4]2[CH:9]=[CH:8][CH:7]=[CH:6][C:5]=2[NH:10][C:34](=[O:37])[CH:33]=[CH2:32])[CH:47]=1)[C:19]([NH:21][C:30]1[C:31]([Cl:41])=[C:32]([O:39][CH3:40])[CH:33]=[C:34]([O:37][CH3:38])[C:35]=1[Cl:36])=[O:20])[C:12]1[CH:13]=[CH:14][CH:15]=[CH:16][CH:17]=1. The yield is 0.200. (4) The reactants are Cl.C(O[C:5]([C:7]1[CH:8]=[C:9]2[C:13](=[CH:14][CH:15]=1)[NH:12][N:11]=[C:10]2[C:16]1[CH:21]=[CH:20][C:19]([F:22])=[CH:18][CH:17]=1)=[NH:6])C.NNC([CH:27]1[CH2:31][CH2:30][CH2:29][NH:28]1)=O.C[O-].[Na+].O=[C:36]1[CH:40]=C[N:38]=[N:37]1. The catalyst is CO. The product is [F:22][C:19]1[CH:18]=[CH:17][C:16]([C:10]2[C:9]3[C:13](=[CH:14][CH:15]=[C:7]([C:5]4[N:6]=[C:36]([CH2:40][N:28]5[CH2:27][CH2:31][CH2:30][CH2:29]5)[NH:37][N:38]=4)[CH:8]=3)[NH:12][N:11]=2)=[CH:21][CH:20]=1. The yield is 0.0500. (5) The reactants are [C:1]([SiH2:5][O:6][C:7]([CH3:17])([CH3:16])[C:8]1[O:9][CH:10]=[C:11]([OH:15])[C:12](=[O:14])[CH:13]=1)([CH3:4])([CH3:3])[CH3:2].C([O-])([O-])=O.[Cs+].[Cs+].[Br:24][CH2:25][CH2:26][CH2:27][CH2:28][CH2:29]Br. The catalyst is CN(C=O)C. The product is [Br:24][CH2:25][CH2:26][CH2:27][CH2:28][CH2:29][O:15][C:11]1[C:12](=[O:14])[CH:13]=[C:8]([C:7]([CH3:17])([CH3:16])[O:6][SiH2:5][C:1]([CH3:4])([CH3:2])[CH3:3])[O:9][CH:10]=1. The yield is 0.530. (6) The reactants are C[O:2][C:3]1[CH:23]=[CH:22][C:21]([O:24]C)=[CH:20][C:4]=1[CH2:5][C:6]1[N:15]2[N:16]=[C:17]([NH2:19])[N:18]=[C:14]2[C:13]2[CH:12]=[CH:11][CH:10]=[CH:9][C:8]=2[N:7]=1.COC1C=C(C=C(OC)C=1)CC1N2N=C(N)N=C2C2C=CC=CC=2N=1. No catalyst specified. The product is [NH2:19][C:17]1[N:18]=[C:14]2[N:15]([C:6]([CH2:5][C:4]3[CH:20]=[C:21]([OH:24])[CH:22]=[CH:23][C:3]=3[OH:2])=[N:7][C:8]3[CH:9]=[CH:10][CH:11]=[CH:12][C:13]=32)[N:16]=1. The yield is 0.410. (7) The reactants are C([O:3][C:4]([CH:6]1[CH2:11][O:10][C:9]([CH3:13])([CH3:12])[O:8][CH2:7]1)=O)C.[H-].[Al+3].[Li+].[H-].[H-].[H-].O.O.O.O.O.O.O.O.O.O.S([O-])([O-])(=O)=O.[Na+].[Na+].[Cl-].[Na+]. The catalyst is O1CCCC1.C(OCC)(=O)C. The product is [CH3:12][C:9]1([CH3:13])[O:10][CH2:11][CH:6]([CH2:4][OH:3])[CH2:7][O:8]1. The yield is 0.760.